From a dataset of Forward reaction prediction with 1.9M reactions from USPTO patents (1976-2016). Predict the product of the given reaction. (1) The product is: [CH2:1]1[O:21][C:20]2[CH:19]=[CH:18][C:5]([CH2:6][NH:7][C:8]3[C:9]4[S:16][C:15]([C:24]5[CH:23]=[N:22][CH:27]=[CH:26][CH:25]=5)=[CH:14][C:10]=4[N:11]=[CH:12][N:13]=3)=[CH:4][C:3]=2[O:2]1. Given the reactants [CH2:1]1[O:21][C:20]2[CH:19]=[CH:18][C:5]([CH2:6][NH:7][C:8]3[C:9]4[S:16][C:15](I)=[CH:14][C:10]=4[N:11]=[CH:12][N:13]=3)=[CH:4][C:3]=2[O:2]1.[N:22]1[CH:27]=[CH:26][CH:25]=[C:24](B(O)O)[CH:23]=1.C(=O)([O-])[O-].[Na+].[Na+], predict the reaction product. (2) Given the reactants [NH2:1][C:2]1[CH:3]=[CH:4][C:5]([OH:15])=[N:6][C:7]=1[NH:8][CH:9]1[CH2:14][CH2:13][CH2:12][CH2:11][CH2:10]1.[C:16](OC)(OC)(OC)[CH3:17], predict the reaction product. The product is: [CH:9]1([N:8]2[C:7]3=[N:6][C:5]([OH:15])=[CH:4][CH:3]=[C:2]3[N:1]=[C:16]2[CH3:17])[CH2:14][CH2:13][CH2:12][CH2:11][CH2:10]1. (3) Given the reactants [CH:1]1([CH2:4][O:5][C:6]2[CH:11]=[C:10]([F:12])[C:9]([CH3:13])=[CH:8][C:7]=2[C:14]2[C:15]3[N:22]([CH2:23][O:24][CH2:25][CH2:26][Si:27]([CH3:30])([CH3:29])[CH3:28])[C:21]([CH3:31])=[C:20]([C:32](O)=[O:33])[C:16]=3[N:17]=[CH:18][N:19]=2)[CH2:3][CH2:2]1.[NH2:35][C@@H:36]1[CH2:41][CH2:40][C@H:39]([NH:42][C:43](=[O:49])[O:44][C:45]([CH3:48])([CH3:47])[CH3:46])[CH2:38][CH2:37]1, predict the reaction product. The product is: [C:45]([O:44][C:43](=[O:49])[NH:42][C@H:39]1[CH2:40][CH2:41][C@@H:36]([NH:35][C:32]([C:20]2[C:16]3[N:17]=[CH:18][N:19]=[C:14]([C:7]4[CH:8]=[C:9]([CH3:13])[C:10]([F:12])=[CH:11][C:6]=4[O:5][CH2:4][CH:1]4[CH2:2][CH2:3]4)[C:15]=3[N:22]([CH2:23][O:24][CH2:25][CH2:26][Si:27]([CH3:28])([CH3:30])[CH3:29])[C:21]=2[CH3:31])=[O:33])[CH2:37][CH2:38]1)([CH3:46])([CH3:48])[CH3:47]. (4) Given the reactants OC(C(F)(F)F)=O.[NH:8]1[CH2:11][CH:10]([NH:12][C:13](=[O:30])[CH2:14][NH:15][C:16]2[C:24]3[C:19](=[CH:20][CH:21]=[C:22]([C:25]([F:28])([F:27])[F:26])[CH:23]=3)[N:18]([CH3:29])[N:17]=2)[CH2:9]1.[OH:31][C:32]1([C:39]2[O:40][CH:41]=[CH:42][N:43]=2)[CH2:37][CH2:36][C:35](=O)[CH2:34][CH2:33]1, predict the reaction product. The product is: [OH:31][C:32]1([C:39]2[O:40][CH:41]=[CH:42][N:43]=2)[CH2:33][CH2:34][CH:35]([N:8]2[CH2:9][CH:10]([NH:12][C:13](=[O:30])[CH2:14][NH:15][C:16]3[C:24]4[C:19](=[CH:20][CH:21]=[C:22]([C:25]([F:27])([F:26])[F:28])[CH:23]=4)[N:18]([CH3:29])[N:17]=3)[CH2:11]2)[CH2:36][CH2:37]1. (5) Given the reactants [C:1]1([N:11]2[C:15]([OH:16])=[CH:14][CH:13]=[N:12]2)[C:10]2[C:5](=[CH:6][CH:7]=[CH:8][CH:9]=2)[CH:4]=[CH:3][CH:2]=1.Br[C:18]([CH3:25])([CH3:24])[C:19]([O:21][CH2:22][CH3:23])=[O:20].C(=O)([O-])[O-].[K+].[K+].O, predict the reaction product. The product is: [CH3:24][C:18]([O:16][C:15]1[N:11]([C:1]2[C:10]3[C:5](=[CH:6][CH:7]=[CH:8][CH:9]=3)[CH:4]=[CH:3][CH:2]=2)[N:12]=[CH:13][CH:14]=1)([CH3:25])[C:19]([O:21][CH2:22][CH3:23])=[O:20]. (6) Given the reactants [C:1]([O:7][C:8]([CH3:11])([CH3:10])[CH3:9])(=[O:6])[CH2:2][C:3]([CH3:5])=O.[F:12][C:13]1[CH:20]=[CH:19][CH:18]=[CH:17][C:14]=1[CH:15]=O.[NH4+:21].[OH-:22], predict the reaction product. The product is: [F:12][C:13]1[CH:20]=[CH:19][CH:18]=[CH:17][C:14]=1[CH:15]1[C:2]([C:1]([O:7][C:8]([CH3:11])([CH3:10])[CH3:9])=[O:6])=[C:3]([CH3:5])[NH:21][C:3]([CH3:5])=[C:2]1[C:1]([O:7][C:8]([CH3:11])([CH3:10])[CH3:9])=[O:22].